The task is: Predict which catalyst facilitates the given reaction.. This data is from Catalyst prediction with 721,799 reactions and 888 catalyst types from USPTO. (1) Reactant: [CH3:1][C:2]1[CH:10]=[CH:9][C:5]([C:6](O)=[O:7])=[CH:4][C:3]=1[N:11]1[C:20](=[O:21])[C:19]2[C:14](=[CH:15][CH:16]=[C:17]([N:22]3[CH2:27][CH2:26][N:25]([CH:28]([CH3:30])[CH3:29])[CH2:24][CH2:23]3)[CH:18]=2)[N:13]=[CH:12]1.S(Cl)(Cl)=O.[NH2:35][C:36]1[CH:40]=[CH:39][O:38][N:37]=1.C(N(CC)C(C)C)(C)C. Product: [CH:28]([N:25]1[CH2:26][CH2:27][N:22]([C:17]2[CH:18]=[C:19]3[C:14](=[CH:15][CH:16]=2)[N:13]=[CH:12][N:11]([C:3]2[CH:4]=[C:5]([CH:9]=[CH:10][C:2]=2[CH3:1])[C:6]([NH:35][C:36]2[CH:40]=[CH:39][O:38][N:37]=2)=[O:7])[C:20]3=[O:21])[CH2:23][CH2:24]1)([CH3:30])[CH3:29]. The catalyst class is: 59. (2) Reactant: [C:1]([NH:4][NH:5][C:6](=O)[CH2:7][CH2:8][C:9]1[N:10]=[C:11]([NH:14][C:15]2[C:20]([O:21][CH2:22][C:23]3[CH:28]=[CH:27][CH:26]=[CH:25][CH:24]=3)=[CH:19][C:18]([Br:29])=[CH:17][N:16]=2)[S:12][CH:13]=1)(=[O:3])[CH3:2].O=P(Cl)(Cl)Cl. Product: [CH2:22]([O:21][C:20]1[C:15]([NH:14][C:11]2[S:12][CH:13]=[C:9]([CH2:8][CH2:7][C:6]3[O:3][C:1]([CH3:2])=[N:4][N:5]=3)[N:10]=2)=[N:16][CH:17]=[C:18]([Br:29])[CH:19]=1)[C:23]1[CH:28]=[CH:27][CH:26]=[CH:25][CH:24]=1. The catalyst class is: 10.